From a dataset of Catalyst prediction with 721,799 reactions and 888 catalyst types from USPTO. Predict which catalyst facilitates the given reaction. (1) Reactant: [C:1]([O:12][CH2:13][CH2:14][N:15]([CH2:17][CH2:18][NH:19][C:20]([C@:22]12[CH2:60][CH2:59][C@@H:58]([C:61]([CH3:63])=[CH2:62])[C@@H:23]1[C@@H:24]1[C@@:37]([CH3:40])([CH2:38][CH2:39]2)[C@@:36]2([CH3:41])[C@@H:27]([C@:28]3([CH3:57])[C@@H:33]([CH2:34][CH2:35]2)[C:32]([CH3:43])([CH3:42])[C:31]([C:44]2[CH:49]=[CH:48][C:47]([C:50]([O:52]C(C)(C)C)=[O:51])=[CH:46][CH:45]=2)=[CH:30][CH2:29]3)[CH2:26][CH2:25]1)=[O:21])[CH3:16])(=[O:11])[CH2:2][CH2:3][C:4]([O:6]C(C)(C)C)=[O:5].Cl. Product: [C:4]([CH2:3][CH2:2][C:1]([O:12][CH2:13][CH2:14][N:15]([CH3:16])[CH2:17][CH2:18][NH:19][C:20]([C@:22]12[CH2:60][CH2:59][C@@H:58]([C:61]([CH3:63])=[CH2:62])[C@@H:23]1[C@@H:24]1[C@@:37]([CH3:40])([CH2:38][CH2:39]2)[C@@:36]2([CH3:41])[C@@H:27]([C@:28]3([CH3:57])[C@@H:33]([CH2:34][CH2:35]2)[C:32]([CH3:43])([CH3:42])[C:31]([C:44]2[CH:45]=[CH:46][C:47]([C:50]([OH:52])=[O:51])=[CH:48][CH:49]=2)=[CH:30][CH2:29]3)[CH2:26][CH2:25]1)=[O:21])=[O:11])([OH:6])=[O:5]. The catalyst class is: 12. (2) Reactant: [N:1]12[CH2:7][C:4]([C:8]([C:16]3[CH:21]=[CH:20][CH:19]=[CH:18][CH:17]=3)([C:10]3[CH:15]=[CH:14][CH:13]=[CH:12][CH:11]=3)[OH:9])([CH2:5][CH2:6]1)[CH2:3][CH2:2]2.[CH3:22][O:23][C:24]1[CH:29]=[CH:28][CH:27]=[C:26]([CH2:30][Br:31])[CH:25]=1. Product: [Br-:31].[OH:9][C:8]([C:16]1[CH:21]=[CH:20][CH:19]=[CH:18][CH:17]=1)([C:10]1[CH:15]=[CH:14][CH:13]=[CH:12][CH:11]=1)[C:4]12[CH2:7][N+:1]([CH2:30][C:26]3[CH:27]=[CH:28][CH:29]=[C:24]([O:23][CH3:22])[CH:25]=3)([CH2:6][CH2:5]1)[CH2:2][CH2:3]2. The catalyst class is: 23. (3) Reactant: C(O[C:4]1[C:7](=[O:8])[C:6](=[O:9])[C:5]=1[NH:10][C:11]1[CH:12]=[C:13]([CH:18]2[C:23]([C:24]([O:26][CH3:27])=[O:25])=[C:22]([CH3:28])[NH:21][C:20]([CH3:29])=[C:19]2[C:30]([O:32][CH3:33])=[O:31])[CH:14]=[CH:15][C:16]=1[F:17])C.[CH3:34][O:35][C:36]1[CH:37]=[C:38]([CH:42]2[CH2:47][CH2:46][N:45]([CH2:48][CH2:49][CH2:50][NH2:51])[CH2:44][CH2:43]2)[CH:39]=[CH:40][CH:41]=1. Product: [F:17][C:16]1[CH:15]=[CH:14][C:13]([CH:18]2[C:19]([C:30]([O:32][CH3:33])=[O:31])=[C:20]([CH3:29])[NH:21][C:22]([CH3:28])=[C:23]2[C:24]([O:26][CH3:27])=[O:25])=[CH:12][C:11]=1[NH:10][C:5]1[C:6](=[O:9])[C:7](=[O:8])[C:4]=1[NH:51][CH2:50][CH2:49][CH2:48][N:45]1[CH2:44][CH2:43][CH:42]([C:38]2[CH:39]=[CH:40][CH:41]=[C:36]([O:35][CH3:34])[CH:37]=2)[CH2:47][CH2:46]1. The catalyst class is: 3. (4) Reactant: [C:1]([C:5]1[CH:12]=[CH:11][C:8]([C:9]#[N:10])=[C:7]([OH:13])[CH:6]=1)([CH3:4])([CH3:3])[CH3:2].C(N(CC)CC)C.[F:21][C:22]([F:35])([F:34])[S:23](O[S:23]([C:22]([F:35])([F:34])[F:21])(=[O:25])=[O:24])(=[O:25])=[O:24]. The catalyst class is: 4. Product: [C:1]([C:5]1[CH:12]=[CH:11][C:8]([C:9]#[N:10])=[C:7]([O:13][S:23]([C:22]([F:35])([F:34])[F:21])(=[O:25])=[O:24])[CH:6]=1)([CH3:4])([CH3:2])[CH3:3].